This data is from Catalyst prediction with 721,799 reactions and 888 catalyst types from USPTO. The task is: Predict which catalyst facilitates the given reaction. (1) Reactant: [Br:1][C:2]1[NH:3][C:4]([Br:8])=[C:5]([Br:7])[N:6]=1.[H-].[Na+].[CH3:11][Si:12]([CH2:15][CH2:16][O:17][CH2:18]Cl)([CH3:14])[CH3:13]. Product: [Br:1][C:2]1[N:3]([CH2:18][O:17][CH2:16][CH2:15][Si:12]([CH3:14])([CH3:13])[CH3:11])[C:4]([Br:8])=[C:5]([Br:7])[N:6]=1. The catalyst class is: 3. (2) Reactant: [S:1]1[CH:5]=[CH:4][CH:3]=[CH:2]1.O1CCCC1.C([Li])CCC.Br[CH2:17][CH2:18][CH2:19][CH2:20][CH2:21][CH2:22][CH2:23][CH3:24]. Product: [CH2:17]([C:2]1[S:1][CH:5]=[CH:4][CH:3]=1)[CH2:18][CH2:19][CH2:20][CH2:21][CH2:22][CH2:23][CH3:24]. The catalyst class is: 805. (3) Reactant: [NH2:1][C:2]1[CH:3]=[C:4]2[C:9](=[CH:10][CH:11]=1)[N:8]=[C:7]([C:12]1[CH:13]=[CH:14][C:15]3[O:19][CH2:18][CH2:17][C:16]=3[CH:20]=1)[N:6]=[CH:5]2.[ClH:21]. Product: [OH2:19].[ClH:21].[ClH:21].[O:19]1[C:15]2[CH:14]=[CH:13][C:12]([C:7]3[N:6]=[CH:5][C:4]4[C:9](=[CH:10][CH:11]=[C:2]([NH:1][C:2](=[NH:1])[CH3:11])[CH:3]=4)[N:8]=3)=[CH:20][C:16]=2[CH2:17][CH2:18]1.[O:19]1[C:15]2[CH:14]=[CH:13][C:12]([C:7]3[N:6]=[CH:5][C:4]4[C:9](=[CH:10][CH:11]=[C:2]([NH:1][C:5](=[NH:6])[CH3:4])[CH:3]=4)[N:8]=3)=[CH:20][C:16]=2[CH2:17][CH2:18]1.[ClH:21].[ClH:21]. The catalyst class is: 23. (4) Reactant: Cl.[Cl:2][C:3]1[CH:11]=[C:10]2[C:6]([CH2:7][CH2:8][C@H:9]2[NH2:12])=[C:5]([F:13])[CH:4]=1.[N:14]1[CH:19]=[CH:18][CH:17]=[C:16]([CH:20]=O)[CH:15]=1.[CH3:22][C:23]1[N:31]=[CH:30][CH:29]=[CH:28][C:24]=1[C:25]([OH:27])=O.C1(C2CCC([N+:44]#[C-:45])=CC2)C=CC=CC=1.C[OH:47]. Product: [C:45]([C@@H:20]([C:16]1[CH:15]=[N:14][CH:19]=[CH:18][CH:17]=1)[N:12]([C@H:9]1[C:10]2[C:6](=[C:5]([F:13])[CH:4]=[C:3]([Cl:2])[CH:11]=2)[CH2:7][CH2:8]1)[C:25](=[O:27])[C:24]1[CH:28]=[CH:29][CH:30]=[N:31][C:23]=1[CH3:22])(=[O:47])[NH2:44]. The catalyst class is: 66. (5) Reactant: C([O:3][C:4](=O)[CH2:5][CH:6]1[CH2:11][CH2:10][CH2:9][N:8]([C:12]([C:14]2[NH:15][C:16]3[C:21]([CH:22]=2)=[CH:20][CH:19]=[CH:18][CH:17]=3)=[O:13])[CH2:7]1)C.[BH4-].[Li+].O. Product: [NH:15]1[C:16]2[C:21](=[CH:20][CH:19]=[CH:18][CH:17]=2)[CH:22]=[C:14]1[C:12]([N:8]1[CH2:9][CH2:10][CH2:11][CH:6]([CH2:5][CH2:4][OH:3])[CH2:7]1)=[O:13]. The catalyst class is: 1. (6) Reactant: [CH:1](NC(C)C)(C)[CH3:2].[Li]CCCC.CN(P(N(C)C)(N(C)C)=O)C.[CH3:24][C:25]1[CH:26]=[N:27][CH:28]=[CH:29][CH:30]=1.Cl. Product: [CH2:24]([C:25]1[CH:26]=[N:27][CH:28]=[CH:29][CH:30]=1)[CH2:1][CH3:2]. The catalyst class is: 1. (7) Reactant: [CH3:1][N:2]([CH3:16])[C@H:3]1[C@H:7]([OH:8])[CH2:6][N:5]([C:9]([O:11][C:12]([CH3:15])([CH3:14])[CH3:13])=[O:10])[CH2:4]1.[H-].[Na+].I[CH3:20]. Product: [C:12]([O:11][C:9]([N:5]1[CH2:6][C@@H:7]([O:8][CH3:20])[C@H:3]([N:2]([CH3:16])[CH3:1])[CH2:4]1)=[O:10])([CH3:13])([CH3:15])[CH3:14]. The catalyst class is: 1.